Dataset: NCI-60 drug combinations with 297,098 pairs across 59 cell lines. Task: Regression. Given two drug SMILES strings and cell line genomic features, predict the synergy score measuring deviation from expected non-interaction effect. (1) Drug 1: COC1=NC(=NC2=C1N=CN2C3C(C(C(O3)CO)O)O)N. Drug 2: CC=C1C(=O)NC(C(=O)OC2CC(=O)NC(C(=O)NC(CSSCCC=C2)C(=O)N1)C(C)C)C(C)C. Cell line: HL-60(TB). Synergy scores: CSS=50.1, Synergy_ZIP=0.325, Synergy_Bliss=-2.10, Synergy_Loewe=-58.7, Synergy_HSA=-4.36. (2) Drug 1: C1CC(=O)NC(=O)C1N2CC3=C(C2=O)C=CC=C3N. Drug 2: CN(CC1=CN=C2C(=N1)C(=NC(=N2)N)N)C3=CC=C(C=C3)C(=O)NC(CCC(=O)O)C(=O)O. Cell line: MDA-MB-435. Synergy scores: CSS=6.66, Synergy_ZIP=2.02, Synergy_Bliss=0.102, Synergy_Loewe=-14.2, Synergy_HSA=-3.49. (3) Drug 1: C1=CN(C(=O)N=C1N)C2C(C(C(O2)CO)O)O.Cl. Drug 2: CCC1(CC2CC(C3=C(CCN(C2)C1)C4=CC=CC=C4N3)(C5=C(C=C6C(=C5)C78CCN9C7C(C=CC9)(C(C(C8N6C)(C(=O)OC)O)OC(=O)C)CC)OC)C(=O)OC)O.OS(=O)(=O)O. Cell line: OVCAR3. Synergy scores: CSS=21.0, Synergy_ZIP=2.97, Synergy_Bliss=9.99, Synergy_Loewe=3.93, Synergy_HSA=6.01. (4) Drug 1: C1=NC2=C(N=C(N=C2N1C3C(C(C(O3)CO)O)O)F)N. Drug 2: CC(C)(C#N)C1=CC(=CC(=C1)CN2C=NC=N2)C(C)(C)C#N. Cell line: ACHN. Synergy scores: CSS=7.64, Synergy_ZIP=-0.382, Synergy_Bliss=1.72, Synergy_Loewe=-9.01, Synergy_HSA=0.896. (5) Drug 1: COC1=C(C=C2C(=C1)N=CN=C2NC3=CC(=C(C=C3)F)Cl)OCCCN4CCOCC4. Drug 2: C1=NC2=C(N=C(N=C2N1C3C(C(C(O3)CO)O)F)Cl)N. Cell line: EKVX. Synergy scores: CSS=44.9, Synergy_ZIP=-3.96, Synergy_Bliss=-0.548, Synergy_Loewe=-1.29, Synergy_HSA=-0.0440. (6) Drug 1: C1CC(=O)NC(=O)C1N2CC3=C(C2=O)C=CC=C3N. Drug 2: CC1=CC=C(C=C1)C2=CC(=NN2C3=CC=C(C=C3)S(=O)(=O)N)C(F)(F)F. Cell line: NCI-H226. Synergy scores: CSS=3.10, Synergy_ZIP=4.15, Synergy_Bliss=-0.806, Synergy_Loewe=2.06, Synergy_HSA=0.450. (7) Drug 1: CCN(CC)CCNC(=O)C1=C(NC(=C1C)C=C2C3=C(C=CC(=C3)F)NC2=O)C. Drug 2: B(C(CC(C)C)NC(=O)C(CC1=CC=CC=C1)NC(=O)C2=NC=CN=C2)(O)O. Cell line: UO-31. Synergy scores: CSS=17.3, Synergy_ZIP=1.84, Synergy_Bliss=2.97, Synergy_Loewe=-45.8, Synergy_HSA=-2.67.